This data is from Reaction yield outcomes from USPTO patents with 853,638 reactions. The task is: Predict the reaction yield, written as a fraction of the theoretical maximum amount of product (1.0 means a 100% yield; for example, 0.34 means a 34% yield). (1) The reactants are [CH3:1][O:2][C:3]1[CH:11]=[C:10]2[C:6]([C:7]([CH:12]([CH2:17][CH3:18])[C:13]([O:15]C)=[O:14])=[CH:8][CH2:9]2)=[CH:5][CH:4]=1.[OH-].[K+]. The catalyst is CO.O. The product is [CH3:1][O:2][C:3]1[CH:11]=[C:10]2[C:6]([C:7]([CH:12]([CH2:17][CH3:18])[C:13]([OH:15])=[O:14])=[CH:8][CH2:9]2)=[CH:5][CH:4]=1. The yield is 0.930. (2) The reactants are [Br:1][C:2]1[CH:7]=[CH:6][C:5]([Br:8])=[CH:4][C:3]=1[S:9]([NH:12][C@H:13]1[CH2:17][N:16]([C:18]([O:20][C:21]([CH3:24])([CH3:23])[CH3:22])=[O:19])[C@@H:15]([CH2:25][OH:26])[CH2:14]1)(=[O:11])=[O:10].[CH:27]1[N:31]=[CH:30][N:29]([C:32](N2C=NC=C2)=[O:33])[CH:28]=1. The catalyst is C(Cl)Cl. The product is [N:29]1([C:32]([O:26][CH2:25][C@H:15]2[CH2:14][C@@H:13]([NH:12][S:9]([C:3]3[CH:4]=[C:5]([Br:8])[CH:6]=[CH:7][C:2]=3[Br:1])(=[O:10])=[O:11])[CH2:17][N:16]2[C:18]([O:20][C:21]([CH3:22])([CH3:23])[CH3:24])=[O:19])=[O:33])[CH:28]=[CH:27][N:31]=[CH:30]1. The yield is 1.00.